This data is from Catalyst prediction with 721,799 reactions and 888 catalyst types from USPTO. The task is: Predict which catalyst facilitates the given reaction. Reactant: O[CH2:2][C:3]1[CH:10]=[C:9]([CH3:11])[C:6]([C:7]#[N:8])=[C:5]([O:12][CH3:13])[N:4]=1.[C:14]1(=[O:24])[NH:18][C:17](=[O:19])[C:16]2=[CH:20][CH:21]=[CH:22][CH:23]=[C:15]12.C1(P(C2C=CC=CC=2)C2C=CC=CC=2)C=CC=CC=1.CC(OC(/N=N/C(OC(C)C)=O)=O)C. Product: [O:19]=[C:17]1[C:16]2[C:15](=[CH:23][CH:22]=[CH:21][CH:20]=2)[C:14](=[O:24])[N:18]1[CH2:2][C:3]1[CH:10]=[C:9]([CH3:11])[C:6]([C:7]#[N:8])=[C:5]([O:12][CH3:13])[N:4]=1. The catalyst class is: 7.